Dataset: Full USPTO retrosynthesis dataset with 1.9M reactions from patents (1976-2016). Task: Predict the reactants needed to synthesize the given product. (1) Given the product [NH2:1][C:4]1[CH:5]=[CH:6][C:7]([C:10]2[CH:11]=[CH:12][C:13]([C:16](=[O:28])[CH2:17][C:18]3([C:24]([O:26][CH3:27])=[O:25])[CH2:19][CH2:20][O:21][CH2:22][CH2:23]3)=[CH:14][CH:15]=2)=[CH:8][CH:9]=1, predict the reactants needed to synthesize it. The reactants are: [N+:1]([C:4]1[CH:9]=[CH:8][C:7]([C:10]2[CH:15]=[CH:14][C:13]([C:16](=[O:28])[CH2:17][C:18]3([C:24]([O:26][CH3:27])=[O:25])[CH2:23][CH2:22][O:21][CH2:20][CH2:19]3)=[CH:12][CH:11]=2)=[CH:6][CH:5]=1)([O-])=O.Cl. (2) Given the product [Cl:1][CH2:2][CH2:3][CH2:4][CH:5]([C:6]1[O:7][C:10]([C:11]2[CH:16]=[CH:15][C:14]([C:17]3[O:21][C:20]([CH3:22])=[N:19][CH:18]=3)=[C:13]([O:23][CH3:24])[CH:12]=2)=[N:9][N:8]=1)[C:26]1[CH:31]=[CH:30][CH:29]=[C:28]([C:32]([F:34])([F:35])[F:33])[CH:27]=1, predict the reactants needed to synthesize it. The reactants are: [Cl:1][CH2:2][CH2:3][CH2:4][CH:5]([C:26]1[CH:31]=[CH:30][CH:29]=[C:28]([C:32]([F:35])([F:34])[F:33])[CH:27]=1)[C:6]([NH:8][NH:9][C:10](=O)[C:11]1[CH:16]=[CH:15][C:14]([C:17]2[O:21][C:20]([CH3:22])=[N:19][CH:18]=2)=[C:13]([O:23][CH3:24])[CH:12]=1)=[O:7].C(Cl)(Cl)(Cl)Cl.C1(P(C2C=CC=CC=2)C2C=CC=CC=2)C=CC=CC=1. (3) Given the product [F:28][C:27]([F:30])([F:29])[C:25]([OH:31])=[O:26].[CH2:20]([NH:19][C:18]([C@@H:17]1[CH2:16][C:15]2[C:10](=[CH:11][C:12]([N+:22]([O-:24])=[O:23])=[CH:13][CH:14]=2)[CH2:9][NH:8]1)=[O:21])[C:27]1[CH:25]=[CH:12][CH:11]=[CH:10][CH:9]=1, predict the reactants needed to synthesize it. The reactants are: C(OC([N:8]1[C@H:17]([C:18](=[O:21])[NH:19][CH3:20])[CH2:16][C:15]2[C:10](=[CH:11][C:12]([N+:22]([O-:24])=[O:23])=[CH:13][CH:14]=2)[CH2:9]1)=O)(C)(C)C.[C:25]([OH:31])([C:27]([F:30])([F:29])[F:28])=[O:26].O. (4) Given the product [CH3:17][O:16][C:13]1[CH:14]=[CH:15][C:10]([CH2:9][S:8][C:3]2[C:2]([C:23]3[CH:24]=[CH:25][C:20]([O:19][CH3:18])=[CH:21][CH:22]=3)=[CH:7][CH:6]=[CH:5][N:4]=2)=[CH:11][CH:12]=1, predict the reactants needed to synthesize it. The reactants are: I[C:2]1[C:3]([S:8][CH2:9][C:10]2[CH:15]=[CH:14][C:13]([O:16][CH3:17])=[CH:12][CH:11]=2)=[N:4][CH:5]=[CH:6][CH:7]=1.[CH3:18][O:19][C:20]1[CH:25]=[CH:24][C:23](B(O)O)=[CH:22][CH:21]=1.